Dataset: Forward reaction prediction with 1.9M reactions from USPTO patents (1976-2016). Task: Predict the product of the given reaction. (1) The product is: [CH:47]1([NH:50][C:43]([C:40]2[N:41]=[N:42][C:37]([C:16]3[CH:15]=[CH:14][C:13]([C@@H:11]([N:7]4[CH2:6][CH2:5][C@:4]([CH2:3][C:2]([OH:1])([CH3:35])[CH3:34])([C:28]5[CH:33]=[CH:32][CH:31]=[CH:30][CH:29]=5)[O:9][C:8]4=[O:10])[CH3:12])=[CH:18][CH:17]=3)=[CH:38][CH:39]=2)=[O:45])[CH2:49][CH2:48]1. Given the reactants [OH:1][C:2]([CH3:35])([CH3:34])[CH2:3][C@@:4]1([C:28]2[CH:33]=[CH:32][CH:31]=[CH:30][CH:29]=2)[O:9][C:8](=[O:10])[N:7]([C@H:11]([C:13]2[CH:18]=[CH:17][C:16](B3OC(C)(C)C(C)(C)O3)=[CH:15][CH:14]=2)[CH3:12])[CH2:6][CH2:5]1.Cl[C:37]1[N:42]=[N:41][C:40]([C:43]([O:45]C)=O)=[CH:39][CH:38]=1.[CH:47]1([NH2:50])[CH2:49][CH2:48]1, predict the reaction product. (2) The product is: [NH2:25][C:4]1[N:3]=[C:2]([F:1])[N:10]=[C:9]2[C:5]=1[N:6]=[C:7]([CH2:14][C:15]1[C:23]([I:24])=[CH:22][C:18]3[O:19][CH2:20][O:21][C:17]=3[CH:16]=1)[N:8]2[CH2:11][C:12]1[N:28]=[N:27][N:26]([CH2:29][CH2:30][OH:36])[CH:13]=1. Given the reactants [F:1][C:2]1[N:10]=[C:9]2[C:5]([N:6]=[C:7]([CH2:14][C:15]3[C:23]([I:24])=[CH:22][C:18]4[O:19][CH2:20][O:21][C:17]=4[CH:16]=3)[N:8]2[CH2:11][C:12]#[CH:13])=[C:4]([NH2:25])[N:3]=1.[N:26]([CH:29](O)[CH3:30])=[N+:27]=[N-:28].C([OH:36])(C)(C)C, predict the reaction product. (3) Given the reactants C1(P(C2C=CC=CC=2)C2C=CC=CC=2)C=CC=CC=1.CCOC(/N=N/C(OCC)=O)=O.[F:32][C:33]1[C:41]([OH:42])=[CH:40][CH:39]=[C:38]([F:43])[C:34]=1[C:35]([NH2:37])=[O:36].[CH3:44][O:45][C:46](=[O:58])[C@@H:47](O)[CH2:48][O:49][CH2:50][C:51]1[CH:56]=[CH:55][CH:54]=[CH:53][CH:52]=1, predict the reaction product. The product is: [CH3:44][O:45][C:46](=[O:58])[C@H:47]([O:42][C:41]1[CH:40]=[CH:39][C:38]([F:43])=[C:34]([C:35](=[O:36])[NH2:37])[C:33]=1[F:32])[CH2:48][O:49][CH2:50][C:51]1[CH:52]=[CH:53][CH:54]=[CH:55][CH:56]=1. (4) Given the reactants [Cl:1][C:2]1[N:7]=[CH:6][N:5]=[C:4]([NH2:8])[CH:3]=1.Br[CH2:10][C:11]([C:13]1[CH:18]=[CH:17][CH:16]=[C:15]([N+:19]([O-:21])=[O:20])[CH:14]=1)=O.O, predict the reaction product. The product is: [Cl:1][C:2]1[N:7]=[CH:6][N:5]2[CH:10]=[C:11]([C:13]3[CH:18]=[CH:17][CH:16]=[C:15]([N+:19]([O-:21])=[O:20])[CH:14]=3)[N:8]=[C:4]2[CH:3]=1. (5) Given the reactants [NH:1]1[CH2:11][CH2:10][CH2:9][C@@H:3]([C:4]([O:6][CH2:7][CH3:8])=[O:5])[CH2:2]1.[CH:12](O)=O.C(=O)([O-])O.[Na+].[OH-].[Na+], predict the reaction product. The product is: [CH3:12][N:1]1[CH2:11][CH2:10][CH2:9][C@@H:3]([C:4]([O:6][CH2:7][CH3:8])=[O:5])[CH2:2]1. (6) Given the reactants [CH2:1]([O:3][C:4](=[O:33])[CH2:5][NH:6][C:7]([N:9]([CH2:18][C:19]1[CH:24]=[CH:23][C:22]([CH2:25][CH2:26][CH2:27][CH2:28][CH2:29][CH2:30][CH2:31][CH3:32])=[CH:21][CH:20]=1)[NH:10]C(OC(C)(C)C)=O)=[O:8])[CH3:2].C(C1C=CC(N(C)C(=O)OC(C)(C)C)=CC=1)CCCCCCC, predict the reaction product. The product is: [CH2:25]([C:22]1[CH:23]=[CH:24][C:19]([CH2:18][N:9]([C:7]([NH:6][CH2:5][C:4]([O:3][CH2:1][CH3:2])=[O:33])=[O:8])[NH2:10])=[CH:20][CH:21]=1)[CH2:26][CH2:27][CH2:28][CH2:29][CH2:30][CH2:31][CH3:32]. (7) Given the reactants Cl[C:2]1[O:3][C:4]2[C:5](=[C:7]([C:19]#[N:20])[C:8]([CH3:18])=[C:9]([C:12]3[CH:17]=[CH:16][CH:15]=[CH:14][CH:13]=3)[C:10]=2[F:11])[N:6]=1.[NH:21]1[CH2:31][CH2:30][CH:24]([C:25]([O:27][CH2:28][CH3:29])=[O:26])[CH2:23][CH2:22]1.C(N(C(C)C)CC)(C)C, predict the reaction product. The product is: [C:19]([C:7]1[C:5]2[N:6]=[C:2]([N:21]3[CH2:31][CH2:30][CH:24]([C:25]([O:27][CH2:28][CH3:29])=[O:26])[CH2:23][CH2:22]3)[O:3][C:4]=2[C:10]([F:11])=[C:9]([C:12]2[CH:17]=[CH:16][CH:15]=[CH:14][CH:13]=2)[C:8]=1[CH3:18])#[N:20].